This data is from Forward reaction prediction with 1.9M reactions from USPTO patents (1976-2016). The task is: Predict the product of the given reaction. (1) Given the reactants [CH:1]([N:3]([CH2:5][C:6]1[CH:7]=[CH:8][C:9]([N+:15]([O-])=O)=[C:10]([CH:14]=1)[C:11]([OH:13])=[O:12])[CH3:4])=[O:2].[OH-].[Na+].[H][H], predict the reaction product. The product is: [NH2:15][C:9]1[CH:8]=[CH:7][C:6]([CH2:5][N:3]([CH:1]=[O:2])[CH3:4])=[CH:14][C:10]=1[C:11]([OH:13])=[O:12]. (2) Given the reactants C([O:3][C:4](=[O:27])[CH2:5][O:6][CH2:7][C:8]1[CH:9]=[N:10][CH:11]=[C:12]([C:14]2[CH:15]=[N:16][C:17]3[N:18]([C:24](=[O:26])[NH2:25])[CH2:19][CH2:20][CH2:21][C:22]=3[CH:23]=2)[CH:13]=1)C.[Li+].[OH-].CCO, predict the reaction product. The product is: [C:24]([N:18]1[C:17]2[N:16]=[CH:15][C:14]([C:12]3[CH:13]=[C:8]([CH2:7][O:6][CH2:5][C:4]([OH:27])=[O:3])[CH:9]=[N:10][CH:11]=3)=[CH:23][C:22]=2[CH2:21][CH2:20][CH2:19]1)(=[O:26])[NH2:25]. (3) Given the reactants [CH3:1][S:2][C:3]1[N:12]=[CH:11][C:10]2[C:5](=[CH:6][CH:7]=[C:8]([OH:13])[CH:9]=2)[N:4]=1.C([O-])([O-])=O.[Cs+].[Cs+].Cl[C:21]1[CH:26]=[CH:25][N:24]=[C:23]([C:27]([NH:29][CH3:30])=[O:28])[CH:22]=1, predict the reaction product. The product is: [CH3:30][NH:29][C:27](=[O:28])[C:23]1[CH:22]=[C:21]([O:13][C:8]2[CH:9]=[C:10]3[C:5](=[CH:6][CH:7]=2)[N:4]=[C:3]([S:2][CH3:1])[N:12]=[CH:11]3)[CH:26]=[CH:25][N:24]=1. (4) Given the reactants C([N:8]1[CH2:13][CH2:12][NH:11][C@@H:10]([CH2:14][CH:15]=[CH:16][C:17]2[CH:22]=[CH:21][CH:20]=[CH:19][CH:18]=2)[CH2:9]1)C1C=CC=CC=1.C(O)=O.N.[H][H], predict the reaction product. The product is: [C:17]1([CH2:16][CH2:15][CH2:14][C@H:10]2[CH2:9][NH:8][CH2:13][CH2:12][NH:11]2)[CH:22]=[CH:21][CH:20]=[CH:19][CH:18]=1. (5) Given the reactants [CH3:1][C:2]1[C:7]([C:8]([OH:13])([CH2:11][CH3:12])[CH2:9][CH3:10])=[CH:6][CH:5]=[CH:4][N:3]=1.[OH-].[Na+].[CH3:16]I, predict the reaction product. The product is: [CH2:9]([C:8]([C:7]1[C:2]([CH3:1])=[N:3][CH:4]=[CH:5][CH:6]=1)([O:13][CH3:16])[CH2:11][CH3:12])[CH3:10]. (6) Given the reactants CS([C:4]1[N:9]=[CH:8][C:7]2=[CH:10][CH:11]=[C:12]([C:13]3[CH:18]=[CH:17][CH:16]=[CH:15][C:14]=3[O:19][CH3:20])[N:6]2[N:5]=1)=O.C(N(CC)C(C)C)(C)C.[N:30]1([CH:36]2[CH2:41][CH2:40][N:39]([C:42]3[CH:47]=[CH:46][C:45]([NH2:48])=[CH:44][CH:43]=3)[CH2:38][CH2:37]2)[CH2:35][CH2:34][O:33][CH2:32][CH2:31]1.COCC(O)C, predict the reaction product. The product is: [CH3:20][O:19][C:14]1[CH:15]=[CH:16][CH:17]=[CH:18][C:13]=1[C:12]1[N:6]2[C:7]([CH:8]=[N:9][C:4]([NH:48][C:45]3[CH:46]=[CH:47][C:42]([N:39]4[CH2:38][CH2:37][CH:36]([N:30]5[CH2:35][CH2:34][O:33][CH2:32][CH2:31]5)[CH2:41][CH2:40]4)=[CH:43][CH:44]=3)=[N:5]2)=[CH:10][CH:11]=1. (7) Given the reactants [CH3:1][N:2]1[C:6]2=[N:7][C:8]([CH3:12])=[CH:9][C:10]([CH3:11])=[C:5]2[CH2:4][CH2:3]1.[Li][CH2:14][CH2:15][CH2:16][CH3:17].Br[CH2:19][CH2:20][CH2:21][CH2:22][CH2:23][CH2:24][CH2:25][CH2:26][CH3:27].[CH2:28]1COC[CH2:29]1, predict the reaction product. The product is: [CH3:1][N:2]1[C:6]2=[N:7][C:8]([CH2:12][CH2:17][CH2:16][CH2:15][CH2:14][CH2:27][CH2:26][CH2:25][CH2:24][CH2:23][CH2:22][CH2:21][CH2:20][CH2:19][CH2:28][CH3:29])=[CH:9][C:10]([CH3:11])=[C:5]2[CH2:4][CH2:3]1.